Dataset: Experimentally validated miRNA-target interactions with 360,000+ pairs, plus equal number of negative samples. Task: Binary Classification. Given a miRNA mature sequence and a target amino acid sequence, predict their likelihood of interaction. (1) The miRNA is hsa-miR-363-3p with sequence AAUUGCACGGUAUCCAUCUGUA. The protein sequence of the target gene is MENFTALFGAQADPPPPPTALGFGPGKPPPPPPPPAGGGPGTAPPPTAATAPPGADKSGAGCGPFYLMRELPGSTELTGSTNLITHYNLEQAYNKFCGKKVKEKLSNFLPDLPGMIDLPGSHDNSSLRSLIEKPPILSSSFNPITGTMLAGFRLHTGPLPEQCRLMHIQPPKKKNKHKHKQSRTQDPVPPETPSDSDHKKKKKKKEEDPDRKRKKKEKKKKKNRHSPDHPGMGSSQASSSSSLR. Result: 1 (interaction). (2) The miRNA is hsa-miR-3184-5p with sequence UGAGGGGCCUCAGACCGAGCUUUU. The protein sequence of the target gene is MSGGRFDFDDGGAYCGGWEGGKAHGHGLCTGPKGQGEYSGSWNFGFEVAGVYTWPSGNTFEGYWSQGKRHGLGIETKGRWLYKGEWTHGFKGRYGIRQSTNSGAKYEGTWNNGLQDGYGTETYADGGTYQGQFTNGMRHGYGVRQSVPYGMAVVVRSPLRTSLSSLRSEHSNGTVAPDSPAADGPMLPSPPVPRGGFALTLLATAEAARPQGLFTRGTLLGRLRRSESRTSLGSQRSRLSFLKSELSSGASDAASTGSLAEGAEGPDDAAAPFDADIDATTTETYMGEWKNDKRSGFGVS.... Result: 0 (no interaction). (3) The miRNA is hsa-miR-122-5p with sequence UGGAGUGUGACAAUGGUGUUUG. The protein sequence of the target gene is MANMNSDSRHLGTSEVDHERDPGPMNIQFEPSDLRSKRPFCIEPTNIVNVNHVIQRVSDHASAMNKRIHYYSRLTTPADKALIAPDHVVPAPEECYVYSPLGSAYKLQSYTEGYGKNTSLVTIFMIWNTMMGTSILSIPWGIKQAGFTTGMCVIILMGLLTLYCCYRVVKSRTMMFSLDTTSWEYPDVCRHYFGSFGQWSSLLFSLVSLIGAMIVYWVLMSNFLFNTGKFIFNFIHHINDTDTILSTNNSNPVICPSAGSGGHPDNSSMIFYANDTGAQQFEKWWDKSRTVPFYLVGLLL.... Result: 1 (interaction).